This data is from Full USPTO retrosynthesis dataset with 1.9M reactions from patents (1976-2016). The task is: Predict the reactants needed to synthesize the given product. (1) Given the product [NH:38]1[C:42]2[CH:43]=[CH:44][CH:45]=[CH:46][C:41]=2[N:40]=[C:39]1[CH2:47][CH2:48][CH2:49][N:50]([CH3:51])[C:16](=[O:17])[CH2:15][C:2]1([OH:1])[CH2:7][CH:6]2[CH2:8][CH2:9][CH:3]1[CH:4]=[C:5]2[C:10]1[S:11][CH:12]=[CH:13][CH:14]=1, predict the reactants needed to synthesize it. The reactants are: [OH:1][C:2]1([CH2:15][C:16](O)=[O:17])[CH2:7][CH:6]2[CH2:8][CH2:9][CH:3]1[CH:4]=[C:5]2[C:10]1[S:11][CH:12]=[CH:13][CH:14]=1.CCN(C(C)C)C(C)C.C1C=CC2N(O)N=NC=2C=1.[NH:38]1[C:42]2[CH:43]=[CH:44][CH:45]=[CH:46][C:41]=2[N:40]=[C:39]1[CH2:47][CH2:48][CH2:49][NH:50][CH3:51]. (2) Given the product [Br:1][C:2]1[C:3]([F:19])=[CH:4][C:5]([O:11][C:12]2[CH:13]=[N:14][C:15]([Cl:18])=[CH:16][CH:17]=2)=[C:6]([CH:10]=1)[C:7]([N:22]([CH2:23][CH3:24])[CH2:20][CH3:21])=[O:9], predict the reactants needed to synthesize it. The reactants are: [Br:1][C:2]1[C:3]([F:19])=[CH:4][C:5]([O:11][C:12]2[CH:13]=[N:14][C:15]([Cl:18])=[CH:16][CH:17]=2)=[C:6]([CH:10]=1)[C:7]([OH:9])=O.[CH2:20]([NH:22][CH2:23][CH3:24])[CH3:21]. (3) Given the product [C@H:14]1([NH:13][C:6]2[CH:5]=[CH:4][C:3]3[C:8](=[CH:9][CH:10]=[CH:11][C:2]=3[C:27]3[CH:28]=[CH:29][CH:30]=[C:31]4[C:26]=3[CH:25]=[CH:24][NH:23]4)[N:7]=2)[C:22]2[C:17](=[CH:18][CH:19]=[CH:20][CH:21]=2)[CH2:16][CH2:15]1, predict the reactants needed to synthesize it. The reactants are: I[C:2]1[CH:11]=[CH:10][CH:9]=[C:8]2[C:3]=1[CH:4]=[CH:5][C:6](Cl)=[N:7]2.[NH2:13][C@H:14]1[C:22]2[C:17](=[CH:18][CH:19]=[CH:20][CH:21]=2)[CH2:16][CH2:15]1.[NH:23]1[C:31]2[CH:30]=[CH:29][CH:28]=[C:27](B(O)O)[C:26]=2[CH:25]=[CH:24]1. (4) Given the product [O:24]=[S:16]1(=[O:25])[C:17]2[CH:23]=[CH:22][CH:21]=[CH:20][C:18]=2[CH2:19][N:13]([C:4]2[CH:3]=[C:2]([NH:26][CH2:27][CH:28]([OH:33])[CH2:29][C:30]([OH:32])=[O:31])[C:11]3[C:6](=[CH:7][CH:8]=[C:9]([CH3:12])[CH:10]=3)[N:5]=2)[CH2:14][CH2:15]1, predict the reactants needed to synthesize it. The reactants are: Cl[C:2]1[C:11]2[C:6](=[CH:7][CH:8]=[C:9]([CH3:12])[CH:10]=2)[N:5]=[C:4]([N:13]2[CH2:19][C:18]3[CH:20]=[CH:21][CH:22]=[CH:23][C:17]=3[S:16](=[O:25])(=[O:24])[CH2:15][CH2:14]2)[CH:3]=1.[NH2:26][CH2:27][CH:28]([OH:33])[CH2:29][C:30]([OH:32])=[O:31]. (5) Given the product [CH:25]1([C@H:17]([NH:16][C:5]([CH:4]([C:9]2[CH:10]=[CH:11][CH:12]=[C:13]([F:14])[C:8]=2[C:7]([OH:6])=[O:15])[C:1](=[O:3])[CH3:2])=[O:28])[C:18]2[CH:23]=[CH:22][CH:21]=[C:20]([F:24])[CH:19]=2)[CH2:27][CH2:26]1, predict the reactants needed to synthesize it. The reactants are: [C:1]([C:4]1[C:9]2[CH:10]=[CH:11][CH:12]=[C:13]([F:14])[C:8]=2[C:7](=[O:15])[O:6][C:5]=1[NH:16][C@@H:17]([CH:25]1[CH2:27][CH2:26]1)[C:18]1[CH:23]=[CH:22][CH:21]=[C:20]([F:24])[CH:19]=1)(=[O:3])[CH3:2].[OH-:28].[Na+]. (6) Given the product [CH3:1][C:2]([CH2:21][CH2:20][CH2:19][C:13]1[CH:18]=[CH:17][CH:16]=[CH:15][CH:14]=1)([C:3]([O:5][CH2:6][CH3:7])=[O:4])[C:8]([O:10][CH2:11][CH3:12])=[O:9], predict the reactants needed to synthesize it. The reactants are: [CH3:1][CH:2]([C:8]([O:10][CH2:11][CH3:12])=[O:9])[C:3]([O:5][CH2:6][CH3:7])=[O:4].[C:13]1([CH2:19][CH2:20][CH2:21]Br)[CH:18]=[CH:17][CH:16]=[CH:15][CH:14]=1.[H-].[Na+]. (7) Given the product [C:19]([C:7]1[C:2]([C:35]([N:33]2[CH2:34][CH2:14][NH:13][CH2:10][CH2:32]2)=[O:36])=[N:3][CH:4]=[CH:5][CH:6]=1)([O:21][C:22]([CH3:23])([CH3:24])[CH3:25])=[O:20], predict the reactants needed to synthesize it. The reactants are: Br[C:2]1[C:7](C=O)=[CH:6][CH:5]=[CH:4][N:3]=1.[CH:10]([N:13](C(C)C)[CH2:14]C)(C)C.[C:19](N1CCNCC1)([O:21][C:22]([CH3:25])([CH3:24])[CH3:23])=[O:20].[CH3:32][N:33]([CH:35]=[O:36])[CH3:34]. (8) Given the product [C:1]([N:4]([C:35]1[CH:36]=[CH:37][C:38]([Cl:41])=[CH:39][CH:40]=1)[C@H:5]1[C:14]2[C:9](=[CH:10][CH:11]=[CH:12][CH:13]=2)[N:8]([C:15]([C:17]2[CH:22]=[CH:21][C:20]([N:23]([CH3:33])[CH2:24][CH2:25][C:26]([CH3:32])([CH3:31])[C:27]([OH:29])=[O:28])=[CH:19][CH:18]=2)=[O:16])[C@@H:7]([CH3:34])[CH2:6]1)(=[O:3])[CH3:2], predict the reactants needed to synthesize it. The reactants are: [C:1]([N:4]([C:35]1[CH:40]=[CH:39][C:38]([Cl:41])=[CH:37][CH:36]=1)[C@H:5]1[C:14]2[C:9](=[CH:10][CH:11]=[CH:12][CH:13]=2)[N:8]([C:15]([C:17]2[CH:22]=[CH:21][C:20]([N:23]([CH3:33])[CH2:24][CH2:25][C:26]([CH3:32])([CH3:31])[C:27]([O:29]C)=[O:28])=[CH:19][CH:18]=2)=[O:16])[C@@H:7]([CH3:34])[CH2:6]1)(=[O:3])[CH3:2].[OH-].[Na+]. (9) Given the product [CH2:52]([Si:51]1([CH2:60][CH2:61][CH2:62][CH2:63][CH2:64][CH2:65][CH2:66][CH3:45])[C:8]2[C:9]3[S:14][CH:13]=[C:12]([CH2:15][CH2:16][CH2:17][CH2:18][CH2:19][CH2:20][CH2:21][CH2:22][CH2:23][CH2:24][CH2:25][CH2:26][CH3:27])[C:10]=3[S:11][C:7]=2[C:6]2[S:5][C:4]3[C:29]([CH2:32][CH2:33][CH2:34][CH2:35][CH2:36][CH2:37][CH2:38][CH2:39][CH2:40][CH2:41][CH2:42][CH2:43][CH3:44])=[CH:30][S:31][C:3]=3[C:2]1=2)[CH2:53][CH2:54][CH2:55][CH2:56][CH2:57][CH2:58][CH3:59], predict the reactants needed to synthesize it. The reactants are: Br[C:2]1[C:3]2[S:31][CH:30]=[C:29]([CH2:32][CH2:33][CH2:34][CH2:35][CH2:36][CH2:37][CH2:38][CH2:39][CH2:40][CH2:41][CH2:42][CH2:43][CH3:44])[C:4]=2[S:5][C:6]=1[C:7]1[S:11][C:10]2[C:12]([CH2:15][CH2:16][CH2:17][CH2:18][CH2:19][CH2:20][CH2:21][CH2:22][CH2:23][CH2:24][CH2:25][CH2:26][CH3:27])=[CH:13][S:14][C:9]=2[C:8]=1Br.[CH2:45]([Li])CCC.Cl[Si:51](Cl)([CH2:60][CH2:61][CH2:62][CH2:63][CH2:64][CH2:65][CH3:66])[CH2:52][CH2:53][CH2:54][CH2:55][CH2:56][CH2:57][CH2:58][CH3:59]. (10) Given the product [CH:27]1[C:28]2[C:33](=[CH:32][CH:31]=[CH:30][CH:29]=2)[CH:34]=[CH:35][C:26]=1[CH2:25][O:24][CH:12]1[CH:11]([C:8]2[CH:9]=[CH:10][C:5]([O:4][CH2:3][CH2:2][O:1][CH2:37][C:38]3[CH:39]=[N:40][CH:41]=[CH:42][CH:43]=3)=[CH:6][CH:7]=2)[CH2:16][CH2:15][N:14]([C:17]([O:19][C:20]([CH3:23])([CH3:21])[CH3:22])=[O:18])[CH2:13]1, predict the reactants needed to synthesize it. The reactants are: [OH:1][CH2:2][CH2:3][O:4][C:5]1[CH:10]=[CH:9][C:8]([CH:11]2[CH2:16][CH2:15][N:14]([C:17]([O:19][C:20]([CH3:23])([CH3:22])[CH3:21])=[O:18])[CH2:13][CH:12]2[O:24][CH2:25][C:26]2[CH:35]=[CH:34][C:33]3[C:28](=[CH:29][CH:30]=[CH:31][CH:32]=3)[CH:27]=2)=[CH:7][CH:6]=1.Cl[CH2:37][C:38]1[CH:39]=[N:40][CH:41]=[CH:42][CH:43]=1.